This data is from Forward reaction prediction with 1.9M reactions from USPTO patents (1976-2016). The task is: Predict the product of the given reaction. (1) Given the reactants [F:1][C:2]1[CH:8]=[C:7]([O:9][CH2:10][CH2:11][CH2:12][CH2:13][CH2:14][CH3:15])[CH:6]=[CH:5][C:3]=1[NH2:4].Cl[C:17]1[C:26]2[C:21](=[CH:22][CH:23]=[CH:24][CH:25]=2)[N:20]=[CH:19][CH:18]=1.C(OCCCOCCCCCCCCNC1C2C(=CC=CC=2)N=CC=1)C, predict the reaction product. The product is: [F:1][C:2]1[CH:8]=[C:7]([O:9][CH2:10][CH2:11][CH2:12][CH2:13][CH2:14][CH3:15])[CH:6]=[CH:5][C:3]=1[NH:4][C:17]1[C:26]2[C:21](=[CH:22][CH:23]=[CH:24][CH:25]=2)[N:20]=[CH:19][CH:18]=1. (2) Given the reactants [C:1]([C:3]1[C:4]([CH3:18])=[CH:5][C:6]([NH:10][C:11](=[O:17])[O:12][C:13]([CH3:16])([CH3:15])[CH3:14])=[N:7][C:8]=1[CH3:9])#[N:2], predict the reaction product. The product is: [NH2:2][CH2:1][C:3]1[C:4]([CH3:18])=[CH:5][C:6]([NH:10][C:11](=[O:17])[O:12][C:13]([CH3:14])([CH3:15])[CH3:16])=[N:7][C:8]=1[CH3:9]. (3) Given the reactants C(=O)([O-])[O-].[Na+].[Na+].[C:7]([C:9]1[CH:14]=[CH:13][C:12](B(O)O)=[CH:11][C:10]=1[F:18])#[N:8].Br[C:20]1[N:24]2[N:25]=[C:26]([N:29]3[CH2:33][CH2:32][CH2:31][CH:30]3[C:34]3[CH:39]=[C:38]([F:40])[CH:37]=[CH:36][C:35]=3[F:41])[CH:27]=[CH:28][C:23]2=[N:22][CH:21]=1, predict the reaction product. The product is: [F:41][C:35]1[CH:36]=[CH:37][C:38]([F:40])=[CH:39][C:34]=1[CH:30]1[CH2:31][CH2:32][CH2:33][N:29]1[C:26]1[CH:27]=[CH:28][C:23]2[N:24]([C:20]([C:12]3[CH:13]=[CH:14][C:9]([C:7]#[N:8])=[C:10]([F:18])[CH:11]=3)=[CH:21][N:22]=2)[N:25]=1. (4) Given the reactants [C:1]([O:5][C:6]([NH:8][C@@H:9]([CH2:14][O:15][CH2:16][C@H:17]([CH2:28][C:29]1[CH:34]=[CH:33][CH:32]=[CH:31][CH:30]=1)[C@@H:18]([CH2:21][C:22]1[CH:27]=[CH:26][CH:25]=[CH:24][CH:23]=1)[CH2:19][OH:20])[C:10]([O:12][CH3:13])=[O:11])=[O:7])([CH3:4])([CH3:3])[CH3:2].C(Cl)Cl.CS(C)=O.C(N(CC)CC)C, predict the reaction product. The product is: [C:1]([O:5][C:6]([NH:8][C@@H:9]([CH2:14][O:15][CH2:16][C@H:17]([CH2:28][C:29]1[CH:30]=[CH:31][CH:32]=[CH:33][CH:34]=1)[C@@H:18]([CH2:21][C:22]1[CH:27]=[CH:26][CH:25]=[CH:24][CH:23]=1)[CH:19]=[O:20])[C:10]([O:12][CH3:13])=[O:11])=[O:7])([CH3:4])([CH3:2])[CH3:3].